Dataset: NCI-60 drug combinations with 297,098 pairs across 59 cell lines. Task: Regression. Given two drug SMILES strings and cell line genomic features, predict the synergy score measuring deviation from expected non-interaction effect. (1) Drug 1: CC1=C2C(C(=O)C3(C(CC4C(C3C(C(C2(C)C)(CC1OC(=O)C(C(C5=CC=CC=C5)NC(=O)C6=CC=CC=C6)O)O)OC(=O)C7=CC=CC=C7)(CO4)OC(=O)C)O)C)OC(=O)C. Drug 2: CC(C)(C#N)C1=CC(=CC(=C1)CN2C=NC=N2)C(C)(C)C#N. Cell line: RPMI-8226. Synergy scores: CSS=4.33, Synergy_ZIP=0.346, Synergy_Bliss=4.29, Synergy_Loewe=0.293, Synergy_HSA=0.754. (2) Drug 1: C1=C(C(=O)NC(=O)N1)N(CCCl)CCCl. Drug 2: CN(CCCl)CCCl.Cl. Cell line: RXF 393. Synergy scores: CSS=15.6, Synergy_ZIP=-9.79, Synergy_Bliss=-8.62, Synergy_Loewe=-6.63, Synergy_HSA=-5.35. (3) Drug 1: CN1C2=C(C=C(C=C2)N(CCCl)CCCl)N=C1CCCC(=O)O.Cl. Drug 2: CCCCCOC(=O)NC1=NC(=O)N(C=C1F)C2C(C(C(O2)C)O)O. Cell line: COLO 205. Synergy scores: CSS=0.662, Synergy_ZIP=0.732, Synergy_Bliss=-0.558, Synergy_Loewe=0.170, Synergy_HSA=-1.01. (4) Drug 1: CC1=C2C(C(=O)C3(C(CC4C(C3C(C(C2(C)C)(CC1OC(=O)C(C(C5=CC=CC=C5)NC(=O)OC(C)(C)C)O)O)OC(=O)C6=CC=CC=C6)(CO4)OC(=O)C)OC)C)OC. Drug 2: C1=NNC2=C1C(=O)NC=N2. Cell line: RPMI-8226. Synergy scores: CSS=89.4, Synergy_ZIP=17.6, Synergy_Bliss=18.1, Synergy_Loewe=-6.82, Synergy_HSA=15.9. (5) Drug 1: CC1C(C(CC(O1)OC2CC(CC3=C2C(=C4C(=C3O)C(=O)C5=C(C4=O)C(=CC=C5)OC)O)(C(=O)CO)O)N)O. Drug 2: C1CC(CCC1OC2=C(C(=CC=C2)Cl)F)(CC3=NC(=CC=C3)NC4=NC=CS4)C(=O)O. Cell line: HCT116. Synergy scores: CSS=62.9, Synergy_ZIP=-0.109, Synergy_Bliss=-2.87, Synergy_Loewe=-21.0, Synergy_HSA=2.85. (6) Drug 1: C1CCC(C1)C(CC#N)N2C=C(C=N2)C3=C4C=CNC4=NC=N3. Drug 2: CCN(CC)CCNC(=O)C1=C(NC(=C1C)C=C2C3=C(C=CC(=C3)F)NC2=O)C. Cell line: BT-549. Synergy scores: CSS=1.49, Synergy_ZIP=4.02, Synergy_Bliss=6.28, Synergy_Loewe=1.16, Synergy_HSA=1.63. (7) Drug 2: CC1=C(C=C(C=C1)C(=O)NC2=CC(=CC(=C2)C(F)(F)F)N3C=C(N=C3)C)NC4=NC=CC(=N4)C5=CN=CC=C5. Drug 1: C1=CC(=CC=C1C#N)C(C2=CC=C(C=C2)C#N)N3C=NC=N3. Synergy scores: CSS=-3.02, Synergy_ZIP=0.199, Synergy_Bliss=1.06, Synergy_Loewe=-10.6, Synergy_HSA=-7.10. Cell line: MDA-MB-231. (8) Drug 1: CC1=C(C=C(C=C1)C(=O)NC2=CC(=CC(=C2)C(F)(F)F)N3C=C(N=C3)C)NC4=NC=CC(=N4)C5=CN=CC=C5. Drug 2: CC(C)(C#N)C1=CC(=CC(=C1)CN2C=NC=N2)C(C)(C)C#N. Cell line: CAKI-1. Synergy scores: CSS=-5.88, Synergy_ZIP=2.66, Synergy_Bliss=0.424, Synergy_Loewe=-6.54, Synergy_HSA=-5.78. (9) Drug 1: CN(C)C(=N)N=C(N)N. Drug 2: C1CC(CNC1)C2=CC=C(C=C2)N3C=C4C=CC=C(C4=N3)C(=O)N. Cell line: HT29. Synergy scores: CSS=28.7, Synergy_ZIP=5.19, Synergy_Bliss=7.50, Synergy_Loewe=-11.7, Synergy_HSA=6.40. (10) Drug 1: CC1=C2C(C(=O)C3(C(CC4C(C3C(C(C2(C)C)(CC1OC(=O)C(C(C5=CC=CC=C5)NC(=O)OC(C)(C)C)O)O)OC(=O)C6=CC=CC=C6)(CO4)OC(=O)C)OC)C)OC. Drug 2: CCC(=C(C1=CC=CC=C1)C2=CC=C(C=C2)OCCN(C)C)C3=CC=CC=C3.C(C(=O)O)C(CC(=O)O)(C(=O)O)O. Cell line: CCRF-CEM. Synergy scores: CSS=85.0, Synergy_ZIP=25.8, Synergy_Bliss=25.9, Synergy_Loewe=-8.73, Synergy_HSA=24.7.